This data is from Full USPTO retrosynthesis dataset with 1.9M reactions from patents (1976-2016). The task is: Predict the reactants needed to synthesize the given product. (1) The reactants are: [Mg].[Br:2][C:3]1[CH:8]=[CH:7][C:6](I)=[C:5]([CH2:10][CH3:11])[CH:4]=1.II.[O:14]1[CH:18]=[CH:17][CH:16]=[C:15]1[CH:19]=[O:20]. Given the product [Br:2][C:3]1[CH:8]=[CH:7][C:6]([CH:19]([C:15]2[O:14][CH:18]=[CH:17][CH:16]=2)[OH:20])=[C:5]([CH2:10][CH3:11])[CH:4]=1, predict the reactants needed to synthesize it. (2) Given the product [Cl:24][C:22]1[CH:23]=[C:18]([C:16]2[O:15][N:14]=[C:13]([C:9]3[CH:10]=[C:11]([CH3:12])[C:6]([O:5][CH2:4][CH:3]([OH:30])[CH2:2][NH:1][C:32](=[O:33])[CH2:31][OH:34])=[C:7]([CH3:29])[CH:8]=3)[N:17]=2)[CH:19]=[N:20][C:21]=1[O:25][CH:26]([CH3:27])[CH3:28], predict the reactants needed to synthesize it. The reactants are: [NH2:1][CH2:2][CH:3]([OH:30])[CH2:4][O:5][C:6]1[C:11]([CH3:12])=[CH:10][C:9]([C:13]2[N:17]=[C:16]([C:18]3[CH:19]=[N:20][C:21]([O:25][CH:26]([CH3:28])[CH3:27])=[C:22]([Cl:24])[CH:23]=3)[O:15][N:14]=2)=[CH:8][C:7]=1[CH3:29].[C:31](O)(=[O:34])[CH2:32][OH:33].CCN(C(C)C)C(C)C.CN(C(ON1N=NC2C=CC=CC1=2)=[N+](C)C)C.[B-](F)(F)(F)F.